This data is from Full USPTO retrosynthesis dataset with 1.9M reactions from patents (1976-2016). The task is: Predict the reactants needed to synthesize the given product. Given the product [ClH:3].[ClH:30].[Cl:30][C:31]1[CH:36]=[C:35]([CH:17]2[CH2:16][CH:15]([N:18]([CH3:19])[CH3:20])[CH2:14][CH2:13][N:12]2[CH2:11][CH2:10][CH:21]2[CH2:22][CH2:23][CH2:24][CH2:25][CH2:26][CH2:27]2)[CH:34]=[CH:33][CH:32]=1, predict the reactants needed to synthesize it. The reactants are: Cl.Cl.[Cl:3]C1C=C([CH:10]([CH:21]2[CH2:27][CH2:26][CH2:25][CH2:24][CH2:23][CH2:22]2)[CH2:11][N:12]2[CH2:17][CH2:16][CH:15]([N:18]([CH3:20])[CH3:19])[CH2:14][CH2:13]2)C=CC=1.Cl.Cl.[Cl:30][C:31]1[CH:32]=[C:33](C(C2CCCCCC2)CN2CCC(NC)CC2)[CH:34]=[CH:35][CH:36]=1.